This data is from Peptide-MHC class II binding affinity with 134,281 pairs from IEDB. The task is: Regression. Given a peptide amino acid sequence and an MHC pseudo amino acid sequence, predict their binding affinity value. This is MHC class II binding data. (1) The peptide sequence is ALSAEYAAVAQELSV. The MHC is DRB1_0405 with pseudo-sequence DRB1_0405. The binding affinity (normalized) is 0.559. (2) The binding affinity (normalized) is 0. The MHC is DRB3_0101 with pseudo-sequence DRB3_0101. The peptide sequence is MKVVNRWLFRHLARE. (3) The peptide sequence is AAFQAAHARFVAAAA. The MHC is HLA-DQA10102-DQB10602 with pseudo-sequence HLA-DQA10102-DQB10602. The binding affinity (normalized) is 0.267. (4) The peptide sequence is DEFFECFKYLLIQGH. The MHC is DRB5_0101 with pseudo-sequence DRB5_0101. The binding affinity (normalized) is 0.567. (5) The peptide sequence is NRVWNSFQIEEFGTGE. The MHC is HLA-DQA10201-DQB10303 with pseudo-sequence HLA-DQA10201-DQB10303. The binding affinity (normalized) is 0.258. (6) The peptide sequence is IAKVPPGPNITATYG. The MHC is DRB1_1101 with pseudo-sequence DRB1_1101. The binding affinity (normalized) is 0. (7) The peptide sequence is AAATAGTTVYGAYAA. The MHC is HLA-DQA10501-DQB10301 with pseudo-sequence HLA-DQA10501-DQB10301. The binding affinity (normalized) is 0.652. (8) The peptide sequence is MLRFANPLSNPFY. The MHC is HLA-DQA10101-DQB10501 with pseudo-sequence HLA-DQA10101-DQB10501. The binding affinity (normalized) is 0.205.